Dataset: Reaction yield outcomes from USPTO patents with 853,638 reactions. Task: Predict the reaction yield, written as a fraction of the theoretical maximum amount of product (1.0 means a 100% yield; for example, 0.34 means a 34% yield). (1) The reactants are [O-]OOOOOOOOOOOO[O-].[Na+].[Na+].[CH2:17]([OH:31])[CH2:18][CH2:19][CH2:20][CH2:21][CH2:22][CH2:23][CH2:24][CH2:25][CH2:26][CH2:27][CH2:28][CH2:29][CH3:30].[H-].[Na+].Br[C:35]1[O:39][C:38]([C:40]([OH:42])=[O:41])=[CH:37][CH:36]=1. The catalyst is C(OCC)C.C(O)(=O)C. The product is [CH3:30][CH2:29][CH2:28][CH2:27][CH2:26][CH2:25][CH2:24][CH2:23][CH2:22][CH2:21][CH2:20][CH2:19][CH2:18][CH2:17][O:31][C:35]1[O:39][C:38]([C:40]([OH:42])=[O:41])=[CH:37][CH:36]=1. The yield is 0.460. (2) The reactants are CS[C:3]1[C:4]2[NH:11][N:10]=[CH:9][C:5]=2[N:6]=[CH:7][N:8]=1.[Cl:12][C:13]1[CH:14]=[C:15]([CH:17]=[CH:18][C:19]=1[O:20][CH2:21][C:22]1[CH:27]=[CH:26][CH:25]=[C:24]([F:28])[CH:23]=1)[NH2:16].Cl.N1C=CC=CC=1. The catalyst is CN1CCCC1=O.C(OCC)(=O)C. The product is [Cl:12][C:13]1[CH:14]=[C:15]([NH:16][C:3]2[C:4]3[NH:11][N:10]=[CH:9][C:5]=3[N:6]=[CH:7][N:8]=2)[CH:17]=[CH:18][C:19]=1[O:20][CH2:21][C:22]1[CH:27]=[CH:26][CH:25]=[C:24]([F:28])[CH:23]=1. The yield is 0.610. (3) The reactants are Br[C:2]1[CH:22]=[N:21][C:5]2[NH:6][C:7](=[O:20])[CH2:8][N:9]([CH2:11][CH2:12][CH2:13][N:14]3[CH2:19][CH2:18][O:17][CH2:16][CH2:15]3)[CH2:10][C:4]=2[CH:3]=1.[C:23]([O:27][C:28]([CH3:31])([CH3:30])[CH3:29])(=[O:26])[CH:24]=[CH2:25].C(N(C(C)C)C(C)C)C.CC1C=CC=CC=1P(C1C=CC=CC=1C)C1C=CC=CC=1C. The catalyst is C(#N)CC.CN(C=O)C.CCOCC.CC([O-])=O.CC([O-])=O.[Pd+2]. The product is [C:28]([O:27][C:23](=[O:26])/[CH:24]=[CH:25]/[C:2]1[CH:22]=[N:21][C:5]2[NH:6][C:7](=[O:20])[CH2:8][N:9]([CH2:11][CH2:12][CH2:13][N:14]3[CH2:19][CH2:18][O:17][CH2:16][CH2:15]3)[CH2:10][C:4]=2[CH:3]=1)([CH3:31])([CH3:30])[CH3:29]. The yield is 0.550. (4) The reactants are [N+:1]([C:4]1[CH:15]=[CH:14][C:7]([CH2:8][N:9]2[CH2:13][CH2:12][S:11][CH2:10]2)=[CH:6][CH:5]=1)([O-])=O. The catalyst is Cl. The product is [NH2:1][C:4]1[CH:15]=[CH:14][C:7]([CH2:8][N:9]2[CH2:13][CH2:12][S:11][CH2:10]2)=[CH:6][CH:5]=1. The yield is 0.630. (5) The product is [F:1][C:2]1[CH:3]=[C:4]2[C:8](=[CH:9][CH:10]=1)[N:7]([NH2:17])[CH:6]=[CH:5]2. The catalyst is CN(C=O)C.CCOCC. The reactants are [F:1][C:2]1[CH:3]=[C:4]2[C:8](=[CH:9][CH:10]=1)[NH:7][CH:6]=[CH:5]2.CC(C)([O-])C.[K+].[NH2:17]Cl. The yield is 0.300.